This data is from Reaction yield outcomes from USPTO patents with 853,638 reactions. The task is: Predict the reaction yield, written as a fraction of the theoretical maximum amount of product (1.0 means a 100% yield; for example, 0.34 means a 34% yield). (1) The reactants are [Cl:1][S:2]([OH:5])(=O)=[O:3].[Cl:6][C:7]1[CH:12]=[CH:11][C:10](C)=[CH:9][C:8]=1[OH:14].Cl[CH2:16]Cl. No catalyst specified. The product is [Cl:6][C:7]1[CH:12]=[C:11]([S:2]([Cl:1])(=[O:5])=[O:3])[CH:10]=[C:9]([CH3:16])[C:8]=1[OH:14]. The yield is 0.113. (2) The reactants are [Br:1][C:2]1[CH:3]=[C:4]([S:8](Cl)(=[O:10])=[O:9])[CH:5]=[CH:6][CH:7]=1.[NH2:12][C:13]1[CH:18]=[CH:17][CH:16]=[CH:15][CH:14]=1.C(=O)([O-])[O-].[Na+].[Na+]. The catalyst is C(#N)C.O. The product is [Br:1][C:2]1[CH:3]=[C:4]([S:8]([NH:12][C:13]2[CH:18]=[CH:17][CH:16]=[CH:15][CH:14]=2)(=[O:10])=[O:9])[CH:5]=[CH:6][CH:7]=1. The yield is 0.940. (3) The reactants are [N+:1]([C:4]1[CH:5]=[CH:6][C:7]([C:13]([F:16])([F:15])[F:14])=[C:8]([CH:12]=1)[C:9]([OH:11])=[O:10])([O-:3])=[O:2].[CH2:17](Br)[C:18]1[CH:23]=[CH:22][CH:21]=[CH:20][CH:19]=1.C([O-])([O-])=O.[Cs+].[Cs+]. The catalyst is CC#N. The product is [N+:1]([C:4]1[CH:5]=[CH:6][C:7]([C:13]([F:14])([F:15])[F:16])=[C:8]([CH:12]=1)[C:9]([O:11][CH2:17][C:18]1[CH:23]=[CH:22][CH:21]=[CH:20][CH:19]=1)=[O:10])([O-:3])=[O:2]. The yield is 0.560. (4) The reactants are C([N:8]1[CH2:12][CH:11]([C:13]2[CH:18]=[CH:17][C:16]([Cl:19])=[C:15]([Cl:20])[CH:14]=2)[CH:10]([CH:21]([O:23][C:24]2[CH:29]=[CH:28][C:27]([Cl:30])=[CH:26][N:25]=2)[CH3:22])[CH2:9]1)C1C=CC=CC=1.ClC(OCC(Cl)(Cl)Cl)=O. The catalyst is CC#N. The product is [Cl:30][C:27]1[CH:28]=[CH:29][C:24]([O:23][CH:21]([CH:10]2[CH:11]([C:13]3[CH:18]=[CH:17][C:16]([Cl:19])=[C:15]([Cl:20])[CH:14]=3)[CH2:12][NH:8][CH2:9]2)[CH3:22])=[N:25][CH:26]=1. The yield is 0.670.